Dataset: Catalyst prediction with 721,799 reactions and 888 catalyst types from USPTO. Task: Predict which catalyst facilitates the given reaction. (1) Reactant: [OH-].[K+].[F:3][C:4]1[CH:5]=[CH:6][CH:7]=[C:8]2[C:12]=1[NH:11][C:10](=[O:13])[C:9]2=O.[C:15]([C:19]1[CH:24]=[CH:23][CH:22]=[CH:21][CH:20]=1)(=O)[CH2:16][CH3:17].Cl.C(O)(=[O:28])C. Product: [F:3][C:4]1[CH:5]=[CH:6][CH:7]=[C:8]2[C:12]=1[N:11]=[C:15]([C:19]1[CH:24]=[CH:23][CH:22]=[CH:21][CH:20]=1)[C:16]([CH3:17])=[C:9]2[C:10]([OH:13])=[O:28]. The catalyst class is: 97. (2) Reactant: [C:1]1(=[O:7])[CH2:6][CH2:5][CH2:4][CH2:3][CH2:2]1.[Mg].[CH2:9]([O:16][C:17]1[CH:22]=[CH:21][C:20]([C:23]([F:26])([F:25])[F:24])=[CH:19][C:18]=1I)[C:10]1[CH:15]=[CH:14][CH:13]=[CH:12][CH:11]=1. Product: [C:10]1([CH2:9][O:16][C:17]2[CH:22]=[CH:21][C:20]([C:23]([F:26])([F:25])[F:24])=[CH:19][C:18]=2[C:1]2([OH:7])[CH2:6][CH2:5][CH2:4][CH2:3][CH2:2]2)[CH:15]=[CH:14][CH:13]=[CH:12][CH:11]=1. The catalyst class is: 27. (3) Reactant: CON(C)[C:4]([CH:6]1[CH2:9][N:8]([C:10]([O:12][C:13]([CH3:16])([CH3:15])[CH3:14])=[O:11])[CH2:7]1)=[O:5].C[Mg+].[Br-].[C:21](O)(=O)CC(CC(O)=O)(C(O)=O)O. Product: [C:4]([CH:6]1[CH2:7][N:8]([C:10]([O:12][C:13]([CH3:14])([CH3:15])[CH3:16])=[O:11])[CH2:9]1)(=[O:5])[CH3:21]. The catalyst class is: 1.